This data is from Full USPTO retrosynthesis dataset with 1.9M reactions from patents (1976-2016). The task is: Predict the reactants needed to synthesize the given product. (1) Given the product [CH3:1][CH:2]([CH2:6][CH2:7][CH2:8][CH:9]([CH3:12])[CH2:10][CH3:11])[CH2:3][CH2:4][OH:5], predict the reactants needed to synthesize it. The reactants are: [CH3:1][C:2]([CH2:6][CH2:7][CH:8]=[C:9]([CH3:12])[CH2:10][CH3:11])=[CH:3][CH:4]=[O:5].[H][H]. (2) Given the product [CH2:26]([N:13]1[C:12]2[CH2:11][CH2:10][CH:9]([CH:6]3[CH2:5][CH2:4][O:3][CH2:8][CH2:7]3)[CH2:21][C:20]=2[C:19]2[C:14]1=[CH:15][CH:16]=[C:17]([C:22]([OH:24])=[O:23])[CH:18]=2)[CH3:27], predict the reactants needed to synthesize it. The reactants are: [H-].[Na+].[O:3]1[CH2:8][CH2:7][CH:6]([CH:9]2[CH2:21][C:20]3[C:19]4[C:14](=[CH:15][CH:16]=[C:17]([C:22]([OH:24])=[O:23])[CH:18]=4)[NH:13][C:12]=3[CH2:11][CH2:10]2)[CH2:5][CH2:4]1.I[CH2:26][CH3:27]. (3) Given the product [CH:1]1([C:4]2[CH:5]=[C:6]([C:42]#[C:41][Si:38]([CH3:40])([CH3:39])[CH3:37])[CH:7]=[C:8]3[C:13]=2[C:12](=[O:14])[CH2:11][CH2:10][C:9]3([CH3:16])[CH3:15])[CH2:3][CH2:2]1, predict the reactants needed to synthesize it. The reactants are: [CH:1]1([C:4]2[C:13]3[C:12](=[O:14])[CH2:11][CH2:10][C:9]([CH3:16])([CH3:15])[C:8]=3[CH:7]=[C:6](OS(C(F)(F)F)(=O)=O)[CH:5]=2)[CH2:3][CH2:2]1.C(N(CC)CC)C.O1CCCC1.[CH3:37][Si:38]([C:41]#[CH:42])([CH3:40])[CH3:39]. (4) Given the product [CH3:25][N:26]([CH3:27])[C:2]1[CH:7]=[C:6]([C:8]2[C:9]([C:20]3[O:21][CH:22]=[CH:23][CH:24]=3)=[N:10][C:11]([NH2:19])=[N:12][C:13]=2[C:14]2[O:15][CH:16]=[CH:17][CH:18]=2)[CH:5]=[CH:4][N:3]=1, predict the reactants needed to synthesize it. The reactants are: F[C:2]1[CH:7]=[C:6]([C:8]2[C:9]([C:20]3[O:21][CH:22]=[CH:23][CH:24]=3)=[N:10][C:11]([NH2:19])=[N:12][C:13]=2[C:14]2[O:15][CH:16]=[CH:17][CH:18]=2)[CH:5]=[CH:4][N:3]=1.[CH3:25][NH:26][CH3:27]. (5) Given the product [CH:2]1([CH2:5][C:6]([F:15])([F:14])[CH2:7][C@H:8]([NH:13][C@@H:18]([C:20]2[CH:25]=[CH:24][CH:23]=[CH:22][CH:21]=2)[C:17]([F:26])([F:16])[F:27])[C:9]([OH:11])=[O:10])[CH2:4][CH2:3]1, predict the reactants needed to synthesize it. The reactants are: Cl.[CH:2]1([CH2:5][C:6]([F:15])([F:14])[CH2:7][C@H:8]([NH2:13])[C:9]([O:11]C)=[O:10])[CH2:4][CH2:3]1.[F:16][C:17]([F:27])([F:26])[C:18]([C:20]1[CH:25]=[CH:24][CH:23]=[CH:22][CH:21]=1)=O.C(=O)([O-])[O-].[K+].[K+].CO. (6) Given the product [CH3:1][N:2]([CH:13]1[CH2:18][CH2:17][CH2:16][CH2:15][CH2:14]1)[CH2:3][C:4]1[C:9]([NH2:10])=[C:8]([Br:11])[CH:7]=[C:6]([Br:12])[CH:5]=1, predict the reactants needed to synthesize it. The reactants are: [CH3:1][N:2]([CH:13]1[CH2:18][CH2:17][CH2:16][CH2:15][CH2:14]1)[CH2:3][C:4]1[CH:5]=[C:6]([Br:12])[CH:7]=[C:8]([Br:11])[C:9]=1[NH2:10].Cl.C(O)[C@H]1O[C@H](O[C@@H]([C@H](O)[C@@H](O)CO)[C@H](O)CO)[C@H](O)[C@@H](O)[C@@H]1O.C(O)(=O)C1C=CC=CC=1. (7) Given the product [C:5]1([C:3](=[O:4])[CH2:2][S:23][C:17]2[CH:22]=[CH:21][CH:20]=[CH:19][CH:18]=2)[CH:10]=[CH:9][CH:8]=[CH:7][CH:6]=1, predict the reactants needed to synthesize it. The reactants are: Br[CH2:2][C:3]([C:5]1[CH:10]=[CH:9][CH:8]=[CH:7][CH:6]=1)=[O:4].C(=O)([O-])[O-].[K+].[K+].[C:17]1([SH:23])[CH:22]=[CH:21][CH:20]=[CH:19][CH:18]=1. (8) Given the product [F:26][C:27]([F:32])([F:31])[C:28]([OH:30])=[O:29].[NH:1]1[CH2:4][CH:3]([NH:5][C:6](=[O:12])[CH3:13])[CH2:2]1, predict the reactants needed to synthesize it. The reactants are: [NH:1]1[CH2:4][CH:3]([NH:5][C:6](=[O:12])OC(C)(C)C)[CH2:2]1.[CH:13](N(CC)C(C)C)(C)C.C(Cl)(=O)C.[F:26][C:27]([F:32])([F:31])[C:28]([OH:30])=[O:29].